Task: Binary Classification. Given a drug SMILES string, predict its activity (active/inactive) in a high-throughput screening assay against a specified biological target.. Dataset: M1 muscarinic receptor antagonist screen with 61,756 compounds The molecule is O1c2c(OCC1)cc1[nH]cc(c(=O)c1c2)C(=O)c1ccccc1. The result is 0 (inactive).